Predict which catalyst facilitates the given reaction. From a dataset of Catalyst prediction with 721,799 reactions and 888 catalyst types from USPTO. (1) The catalyst class is: 11. Product: [Br:5][C:6]1[CH:7]=[C:8]2[C:19](=[CH:20][CH:21]=1)[O:18][C:11]1([CH2:16][CH2:15][N:14]([CH3:17])[CH2:13][CH2:12]1)[CH2:10][C:9]2([CH3:1])[OH:22]. Reactant: [CH3:1][Al](C)C.[Br:5][C:6]1[CH:7]=[C:8]2[C:19](=[CH:20][CH:21]=1)[O:18][C:11]1([CH2:16][CH2:15][N:14]([CH3:17])[CH2:13][CH2:12]1)[CH2:10][C:9]2=[O:22]. (2) Reactant: [CH3:1][C:2]1[CH:11]=[CH:10][C:5]([C:6]([O:8][CH3:9])=[O:7])=[CH:4][N:3]=1.[Br:12]N1C(=O)CCC1=O.N(C(C)(C)C#N)=NC(C)(C)C#N.CCCCCC. The catalyst class is: 53. Product: [Br:12][CH2:1][C:2]1[CH:11]=[CH:10][C:5]([C:6]([O:8][CH3:9])=[O:7])=[CH:4][N:3]=1. (3) Reactant: C[O:2][C:3]1[C:8]([CH2:9][N:10]2[CH2:15][CH2:14][CH:13]([CH2:16][C:17](=[O:23])[C:18]3[S:19][CH:20]=[CH:21][CH:22]=3)[CH2:12][CH2:11]2)=[CH:7][CH:6]=[CH:5][N:4]=1.S(Cl)(Cl)=O. Product: [O:2]=[C:3]1[C:8]([CH2:9][N:10]2[CH2:15][CH2:14][CH:13]([CH2:16][C:17](=[O:23])[C:18]3[S:19][CH:20]=[CH:21][CH:22]=3)[CH2:12][CH2:11]2)=[CH:7][CH:6]=[CH:5][NH:4]1. The catalyst class is: 8. (4) Reactant: Cl.[F:2][C:3]1[CH:31]=[CH:30][C:6]([CH2:7][N:8]2[CH2:13][CH2:12][CH2:11][C:10]3([CH2:22][C:21](=O)[C:20]4[C:15](=[CH:16][CH:17]=[C:18](/[CH:24]=[CH:25]/[C:26]([NH:28][OH:29])=[O:27])[CH:19]=4)[O:14]3)[CH2:9]2)=[CH:5][CH:4]=1.Cl.[CH3:33][O:34][NH2:35].N1C=CC=CC=1. Product: [F:2][C:3]1[CH:4]=[CH:5][C:6]([CH2:7][N:8]2[CH2:13][CH2:12][CH2:11][C:10]3([CH2:22][C:21](=[N:35][O:34][CH3:33])[C:20]4[C:15](=[CH:16][CH:17]=[C:18](/[CH:24]=[CH:25]/[C:26]([NH:28][OH:29])=[O:27])[CH:19]=4)[O:14]3)[CH2:9]2)=[CH:30][CH:31]=1. The catalyst class is: 8.